From a dataset of Full USPTO retrosynthesis dataset with 1.9M reactions from patents (1976-2016). Predict the reactants needed to synthesize the given product. (1) Given the product [N:38]1[CH:39]=[CH:40][CH:41]=[C:36]([CH2:35][CH2:34][C:33]2[CH:32]=[CH:31][C:30]([NH2:27])=[CH:43][CH:42]=2)[CH:37]=1, predict the reactants needed to synthesize it. The reactants are: [N+](C1C=CC(CP(=O)(OCC)OCC)=CC=1)([O-])=O.N1C=CC=C(C=O)C=1.[N+:27]([C:30]1[CH:43]=[CH:42][C:33]([CH:34]=[CH:35][C:36]2[CH:37]=[N:38][CH:39]=[CH:40][CH:41]=2)=[CH:32][CH:31]=1)([O-])=O. (2) Given the product [CH3:1][O:2][C:3](=[O:31])[CH2:4][CH2:5][C:6]1[NH:7][C:8](=[O:30])[C:9]2[C:10]3[N:19]([CH3:20])[C:18]([NH:21][C:22]4[C:27]([Cl:28])=[CH:26][CH:25]=[CH:24][C:23]=4[Cl:29])=[N:17][C:11]=3[CH:12]=[CH:13][C:14]=2[C:15]=1[CH3:16], predict the reactants needed to synthesize it. The reactants are: [CH3:1][O:2][C:3](=[O:31])[CH:4]=[CH:5][C:6]1[NH:7][C:8](=[O:30])[C:9]2[C:10]3[N:19]([CH3:20])[C:18]([NH:21][C:22]4[C:27]([Cl:28])=[CH:26][CH:25]=[CH:24][C:23]=4[Cl:29])=[N:17][C:11]=3[CH:12]=[CH:13][C:14]=2[C:15]=1[CH3:16]. (3) Given the product [CH3:22][S:19]([C:17]1[CH:16]=[CH:15][C:14]([O:23][C@@H:24]([CH3:29])[C:25]([F:27])([F:26])[F:28])=[C:13]([C:11]([N:9]2[CH2:10][C:4]3[CH:3]=[C:2]([N:30]4[CH2:35][CH2:34][O:33][CH2:32][CH2:31]4)[N:7]=[CH:6][C:5]=3[CH2:8]2)=[O:12])[CH:18]=1)(=[O:21])=[O:20], predict the reactants needed to synthesize it. The reactants are: Cl[C:2]1[N:7]=[CH:6][C:5]2[CH2:8][N:9]([C:11]([C:13]3[CH:18]=[C:17]([S:19]([CH3:22])(=[O:21])=[O:20])[CH:16]=[CH:15][C:14]=3[O:23][C@@H:24]([CH3:29])[C:25]([F:28])([F:27])[F:26])=[O:12])[CH2:10][C:4]=2[CH:3]=1.[NH:30]1[CH2:35][CH2:34][O:33][CH2:32][CH2:31]1. (4) The reactants are: [Si]([O:8][C@@H:9]1[C@@:42]2([CH3:43])[C:13](=[CH:14][CH:15]=[C:16]3[C@@H:41]2[CH2:40][CH2:39][C@@:38]2([CH3:44])[C@H:17]3[CH2:18][CH:19]=[C:20]2[C@@H:21]([S:23][CH2:24][CH2:25][CH2:26][C:27]([CH3:37])([O:29][Si](CC)(CC)CC)[CH3:28])[CH3:22])[CH2:12][C@@H:11]([OH:45])[CH2:10]1)(C(C)(C)C)(C)C.[F-].C([N+](CCCC)(CCCC)CCCC)CCC. Given the product [OH:8][C@@H:9]1[C@@:42]2([CH3:43])[C:13](=[CH:14][CH:15]=[C:16]3[C@@H:41]2[CH2:40][CH2:39][C@@:38]2([CH3:44])[C@H:17]3[CH2:18][CH:19]=[C:20]2[C@@H:21]([S:23][CH2:24][CH2:25][CH2:26][C:27]([OH:29])([CH3:28])[CH3:37])[CH3:22])[CH2:12][C@@H:11]([OH:45])[CH2:10]1, predict the reactants needed to synthesize it. (5) Given the product [C:29]([O:28][C:26]([N:2]([CH2:3][C@@H:4]1[CH2:6][C@H:5]1[C:7]([O:9][CH2:10][CH3:11])=[O:8])[CH3:1])=[O:27])([CH3:30])([CH3:31])[CH3:32], predict the reactants needed to synthesize it. The reactants are: [CH3:1][NH:2][CH2:3][C@@H:4]1[CH2:6][C@H:5]1[C:7]([O:9][CH2:10][CH3:11])=[O:8].C([O-])([O-])=O.[K+].[K+].[CH3:30][C:29]([O:28][C:26](O[C:26]([O:28][C:29]([CH3:32])([CH3:31])[CH3:30])=[O:27])=[O:27])([CH3:32])[CH3:31]. (6) Given the product [O:13]1[C:31]2[C:26](=[CH:27][CH:28]=[CH:29][CH:30]=2)[CH:32]=[CH:10][C:11]1=[O:12], predict the reactants needed to synthesize it. The reactants are: ClC1C=C(Cl)C=C(Cl)C=1[C:10](C1C(Cl)=CC(Cl)=CC=1Cl)(C([O-])=O)[C:11]([O-:13])=[O:12].[C:26]1([CH3:32])[CH:31]=[CH:30][CH:29]=[CH:28][CH:27]=1. (7) The reactants are: [NH2:1][C:2]1[C:7]([CH3:8])=[CH:6][CH:5]=[CH:4][C:3]=1[NH:9][C:10]([C@@H:12]1[C@@H:16]([CH3:17])[CH2:15][CH2:14][N:13]1[C:18]([O:20][C:21]([CH3:24])([CH3:23])[CH3:22])=[O:19])=O.CC(O)=O. Given the product [CH3:17][C@H:16]1[CH2:15][CH2:14][N:13]([C:18]([O:20][C:21]([CH3:24])([CH3:23])[CH3:22])=[O:19])[C@@H:12]1[C:10]1[NH:1][C:2]2[C:7]([CH3:8])=[CH:6][CH:5]=[CH:4][C:3]=2[N:9]=1, predict the reactants needed to synthesize it. (8) Given the product [F:33][C:34]1[CH:39]=[CH:38][C:37]([C:2]2[CH:32]=[CH:31][C:5]3[N:6]([CH:9]([C:11]4[CH:16]=[CH:15][C:14]([O:17][CH2:18][C:19]5[CH:20]=[N:21][C:22]([C:25]([F:27])([F:26])[F:28])=[CH:23][CH:24]=5)=[C:13]([O:29][CH3:30])[CH:12]=4)[CH3:10])[CH:7]=[N:8][C:4]=3[CH:3]=2)=[CH:36][CH:35]=1, predict the reactants needed to synthesize it. The reactants are: I[C:2]1[CH:32]=[CH:31][C:5]2[N:6]([CH:9]([C:11]3[CH:16]=[CH:15][C:14]([O:17][CH2:18][C:19]4[CH:20]=[N:21][C:22]([C:25]([F:28])([F:27])[F:26])=[CH:23][CH:24]=4)=[C:13]([O:29][CH3:30])[CH:12]=3)[CH3:10])[CH:7]=[N:8][C:4]=2[CH:3]=1.[F:33][C:34]1[CH:39]=[CH:38][C:37](B(O)O)=[CH:36][CH:35]=1.[O-]P([O-])([O-])=O.[K+].[K+].[K+].O. (9) Given the product [CH3:25][O:26][C:27](=[O:36])[C:28]1[CH:33]=[CH:32][C:31]([O:22][CH:15]([C:12]2[CH:13]=[N:14][C:9]([C:6]3[CH:5]=[CH:4][C:3]([C:2]([F:23])([F:1])[F:24])=[CH:8][CH:7]=3)=[CH:10][CH:11]=2)[CH2:16][CH2:17][CH2:18][CH2:19][CH2:20][CH3:21])=[C:30]([F:35])[CH:29]=1, predict the reactants needed to synthesize it. The reactants are: [F:1][C:2]([F:24])([F:23])[C:3]1[CH:8]=[CH:7][C:6]([C:9]2[N:14]=[CH:13][C:12]([CH:15]([OH:22])[CH2:16][CH2:17][CH2:18][CH2:19][CH2:20][CH3:21])=[CH:11][CH:10]=2)=[CH:5][CH:4]=1.[CH3:25][O:26][C:27](=[O:36])[C:28]1[CH:33]=[CH:32][C:31](O)=[C:30]([F:35])[CH:29]=1.C(P(CCCC)CCCC)CCC.C(OCC)(=O)C. (10) Given the product [Br:1][C:2]1[CH:3]=[N:4][C:5]([NH:20][CH2:19][CH2:18][S:15]([CH3:14])(=[O:17])=[O:16])=[C:6]([CH:11]=1)[C:7]([O:9][CH3:10])=[O:8], predict the reactants needed to synthesize it. The reactants are: [Br:1][C:2]1[CH:3]=[N:4][C:5](Cl)=[C:6]([CH:11]=1)[C:7]([O:9][CH3:10])=[O:8].Cl.[CH3:14][S:15]([CH2:18][CH2:19][NH2:20])(=[O:17])=[O:16].CN1C(=O)CCC1.C(N(CC)C(C)C)(C)C.